This data is from Reaction yield outcomes from USPTO patents with 853,638 reactions. The task is: Predict the reaction yield, written as a fraction of the theoretical maximum amount of product (1.0 means a 100% yield; for example, 0.34 means a 34% yield). (1) The product is [C:22]([O:21][C:19]([N:18]([CH2:2][C:3]1[CH:10]=[CH:9][C:6]([C:7]#[N:8])=[CH:5][CH:4]=1)[C:16]([O:15][C:12]([CH3:14])([CH3:13])[CH3:11])=[O:17])=[O:20])([CH3:25])([CH3:24])[CH3:23]. The catalyst is C1COCC1.[I-].[Li+]. The reactants are Br[CH2:2][C:3]1[CH:10]=[CH:9][C:6]([C:7]#[N:8])=[CH:5][CH:4]=1.[CH3:11][C:12]([O:15][C:16]([NH:18][C:19]([O:21][C:22]([CH3:25])([CH3:24])[CH3:23])=[O:20])=[O:17])([CH3:14])[CH3:13].C(=O)([O-])[O-].[Cs+].[Cs+]. The yield is 0.830. (2) The reactants are [CH2:1]([C@@H:8]1[CH2:12][O:11][C:10](=[O:13])[N:9]1[C:14](=[O:36])[C@H:15]([CH2:19][C:20]1[C:25]([Cl:26])=[CH:24][C:23]([O:27][CH2:28][C:29]2[CH:34]=[CH:33][CH:32]=[CH:31][CH:30]=2)=[CH:22][C:21]=1[Cl:35])[CH2:16][CH:17]=C)[C:2]1[CH:7]=[CH:6][CH:5]=[CH:4][CH:3]=1.C1C[O:40]CC1.C(O)(C)(C)C.I([O-])(=O)(=O)=O.[Na+]. The catalyst is [Os](=O)(=O)(=O)=O.O. The product is [CH2:1]([C@@H:8]1[CH2:12][O:11][C:10](=[O:13])[N:9]1[C:14](=[O:36])[C@H:15]([CH2:19][C:20]1[C:25]([Cl:26])=[CH:24][C:23]([O:27][CH2:28][C:29]2[CH:34]=[CH:33][CH:32]=[CH:31][CH:30]=2)=[CH:22][C:21]=1[Cl:35])[CH2:16][CH:17]=[O:40])[C:2]1[CH:3]=[CH:4][CH:5]=[CH:6][CH:7]=1. The yield is 0.480. (3) The reactants are [CH2:1]([O:8][C:9]1[CH:14]=[CH:13][C:12]([N:15]([CH3:30])[C:16]2[CH:21]=[CH:20][C:19]([CH:22]([CH3:29])[CH2:23]OS(C)(=O)=O)=[CH:18][CH:17]=2)=[CH:11][CH:10]=1)[C:2]1[CH:7]=[CH:6][CH:5]=[CH:4][CH:3]=1.[C-:31]#[N:32].[K+].C1OCCOCCOCCOCCOCCOC1. The catalyst is CS(C)=O. The product is [CH2:1]([O:8][C:9]1[CH:14]=[CH:13][C:12]([N:15]([CH3:30])[C:16]2[CH:21]=[CH:20][C:19]([CH:22]([CH3:29])[CH2:23][C:31]#[N:32])=[CH:18][CH:17]=2)=[CH:11][CH:10]=1)[C:2]1[CH:7]=[CH:6][CH:5]=[CH:4][CH:3]=1. The yield is 0.500. (4) The reactants are Cl.[CH:2]12[NH:10][CH:6]([CH2:7][CH2:8][CH2:9]1)[CH2:5][C:4](=[O:11])[CH2:3]2.C([O-])([O-])=O.[Cs+].[Cs+].[Cl:18][C:19]1[CH:24]=[CH:23][C:22]([S:25](Cl)(=[O:27])=[O:26])=[CH:21][CH:20]=1.CCOC(C)=O. The yield is 0.690. The catalyst is CN(C=O)C.CO. The product is [Cl:18][C:19]1[CH:24]=[CH:23][C:22]([S:25]([N:10]2[CH:6]3[CH2:7][CH2:8][CH2:9][CH:2]2[CH2:3][C:4](=[O:11])[CH2:5]3)(=[O:27])=[O:26])=[CH:21][CH:20]=1. (5) The reactants are C(O[C:6](=O)[N:7]([CH2:9][CH2:10][CH2:11][N:12]1[C:21]2[CH:20]=[CH:19][C:18]([Cl:22])=[CH:17][C:16]=2[C:15]2=[N:23][N:24](C3CCCCO3)[C:25]([CH3:26])=[C:14]2[C:13]1=[O:33])C)(C)(C)C.Cl. The catalyst is CO. The product is [Cl:22][C:18]1[CH:19]=[CH:20][C:21]2[N:12]([CH2:11][CH2:10][CH2:9][NH:7][CH3:6])[C:13](=[O:33])[C:14]3=[C:25]([CH3:26])[NH:24][N:23]=[C:15]3[C:16]=2[CH:17]=1. The yield is 1.00. (6) The reactants are Cl[C:2]1[CH:7]=[C:6]([O:8][CH:9]([C:14]2[CH:19]=[CH:18][CH:17]=[CH:16][CH:15]=2)[C:10]([F:13])([F:12])[F:11])[N:5]=[CH:4][N:3]=1.B([C:23]1[CH:34]=[CH:33][C:26]([CH2:27][C@@H:28]([C:30]([OH:32])=[O:31])[NH2:29])=[CH:25][CH:24]=1)(O)O.C(#N)C.C(=O)([O-])[O-].[Na+].[Na+]. The catalyst is O. The product is [NH2:29][CH:28]([CH2:27][C:26]1[CH:33]=[CH:34][C:23]([C:2]2[CH:7]=[C:6]([O:8][CH:9]([C:14]3[CH:19]=[CH:18][CH:17]=[CH:16][CH:15]=3)[C:10]([F:13])([F:12])[F:11])[N:5]=[CH:4][N:3]=2)=[CH:24][CH:25]=1)[C:30]([OH:32])=[O:31]. The yield is 0.110. (7) The reactants are [CH3:1][S:2][C:3]1[CH:8]=[CH:7][C:6]([N:9]2[C:13]([C:14]3[CH:26]=[CH:25][C:17]([O:18][CH2:19][CH2:20][NH:21][C:22]([NH2:24])=[O:23])=[CH:16][CH:15]=3)=[CH:12][C:11]([C:27]([F:30])([F:29])[F:28])=[N:10]2)=[CH:5][CH:4]=1.C1C=C(Cl)C=C(C(OO)=[O:39])C=1.C([O-])(O)=O.[Na+]. The catalyst is C(Cl)Cl. The product is [CH3:1][S:2]([C:3]1[CH:8]=[CH:7][C:6]([N:9]2[C:13]([C:14]3[CH:26]=[CH:25][C:17]([O:18][CH2:19][CH2:20][NH:21][C:22]([NH2:24])=[O:23])=[CH:16][CH:15]=3)=[CH:12][C:11]([C:27]([F:30])([F:28])[F:29])=[N:10]2)=[CH:5][CH:4]=1)=[O:39]. The yield is 0.800.